Dataset: Full USPTO retrosynthesis dataset with 1.9M reactions from patents (1976-2016). Task: Predict the reactants needed to synthesize the given product. (1) Given the product [O:3]1[C:7]2[CH:8]=[CH:9][CH:10]=[C:11]([CH:12]3[CH2:17][CH2:16][N:15]([CH2:18][CH2:19][C@H:20]4[CH2:21][CH2:22][C@H:23]([NH:26][C:30](=[O:31])[CH:29]=[C:28]([CH3:33])[CH3:27])[CH2:24][CH2:25]4)[CH2:14][CH2:13]3)[C:6]=2[CH2:5][CH2:4]1, predict the reactants needed to synthesize it. The reactants are: Cl.Cl.[O:3]1[C:7]2[CH:8]=[CH:9][CH:10]=[C:11]([CH:12]3[CH2:17][CH2:16][N:15]([CH2:18][CH2:19][C@H:20]4[CH2:25][CH2:24][C@H:23]([NH2:26])[CH2:22][CH2:21]4)[CH2:14][CH2:13]3)[C:6]=2[CH2:5][CH2:4]1.[CH3:27][C:28]([CH3:33])=[CH:29][C:30](O)=[O:31]. (2) Given the product [OH:11][CH2:9][CH:4]1[CH2:5][N:6]([C:22]([O:24][C:25]([CH3:26])([CH3:27])[CH3:28])=[O:23])[CH2:7][CH2:8][N:3]1[C:30]([O:32][CH2:33][C:34]1[CH:39]=[CH:38][CH:37]=[CH:36][CH:35]=1)=[O:31], predict the reactants needed to synthesize it. The reactants are: Cl.Cl.[NH:3]1[CH2:8][CH2:7][NH:6][CH2:5][CH:4]1[C:9]([OH:11])=O.[OH-].[Na+].[C:22](O[C:22]([O:24][C:25]([CH3:28])([CH3:27])[CH3:26])=[O:23])([O:24][C:25]([CH3:28])([CH3:27])[CH3:26])=[O:23].Cl[C:30]([O:32][CH2:33][C:34]1[CH:39]=[CH:38][CH:37]=[CH:36][CH:35]=1)=[O:31].B.C1COCC1. (3) The reactants are: [F:1][C:2]([F:7])([F:6])[C:3]([OH:5])=[O:4].COC(=O)CC1CC2C(=CC(OCCCCNC(N)=N)=CC=2)NC1=O.C[O:34][C:35](=[O:58])[CH2:36][C:37]1[C:38](=[O:57])[N:39]([CH2:55][CH3:56])[C:40]2[C:45]([CH:46]=1)=[CH:44][CH:43]=[C:42]([O:47][CH2:48][CH2:49][CH2:50][NH:51][C:52]([NH2:54])=[NH:53])[CH:41]=2. Given the product [F:1][C:2]([F:7])([F:6])[C:3]([OH:5])=[O:4].[CH2:55]([N:39]1[C:40]2[C:45](=[CH:44][CH:43]=[C:42]([O:47][CH2:48][CH2:49][CH2:50][NH:51][C:52]([NH2:54])=[NH:53])[CH:41]=2)[CH:46]=[C:37]([CH2:36][C:35]([OH:58])=[O:34])[C:38]1=[O:57])[CH3:56], predict the reactants needed to synthesize it. (4) Given the product [Cl:1][C:2]1[CH:7]=[CH:6][C:5]([C@@:8]2([OH:33])[CH2:13][CH2:12][N:11]([C:14](=[O:30])[C@H:15]([NH:19][C:20]3[S:21][CH:22]=[C:23]([CH2:25][C:26]([OH:28])=[O:27])[N:24]=3)[CH:16]([CH3:18])[CH3:17])[CH2:10][C:9]2([CH3:31])[CH3:32])=[CH:4][CH:3]=1, predict the reactants needed to synthesize it. The reactants are: [Cl:1][C:2]1[CH:7]=[CH:6][C:5]([C@@:8]2([OH:33])[CH2:13][CH2:12][N:11]([C:14](=[O:30])[C@H:15]([NH:19][C:20]3[S:21][CH:22]=[C:23]([CH2:25][C:26]([O:28]C)=[O:27])[N:24]=3)[CH:16]([CH3:18])[CH3:17])[CH2:10][C:9]2([CH3:32])[CH3:31])=[CH:4][CH:3]=1.Cl. (5) The reactants are: [C:1]([OH:10])(=O)[C:2]1[C:3](=[CH:5][CH:6]=[CH:7][CH:8]=1)[NH2:4].[CH3:11][NH2:12].[CH3:13][O:14][C:15]1[CH:22]=[CH:21][C:18]([CH:19]=O)=[CH:17][CH:16]=1.OC1[CH2:29][CH2:28][N:27](C(OC(C)(C)C)=O)[CH2:26][CH2:25]1.C(O[C:40]1(O[Si](C)(C)C)[CH2:42][CH2:41]1)C. Given the product [CH3:11][N:12]1[C:1](=[O:10])[C:2]2[C:3](=[CH:5][CH:6]=[CH:7][CH:8]=2)[N:4]=[C:19]1[C:18]1[CH:21]=[CH:22][C:15]([O:14][CH:13]2[CH2:29][CH2:28][N:27]([CH:40]3[CH2:41][CH2:42]3)[CH2:26][CH2:25]2)=[CH:16][CH:17]=1, predict the reactants needed to synthesize it. (6) The reactants are: [OH:1][NH:2][C:3]([C:5]1[C:6]2[CH:7]=[CH:8][N:9]=[CH:10][C:11]=2[CH:12]=[CH:13][CH:14]=1)=[NH:4].[Cl:15][C:16]1[CH:17]=[C:18]([CH:22]=[CH:23][C:24]=1[O:25][CH:26]([CH3:28])[CH3:27])[C:19](Cl)=O.C(N(CC)CC)C. Given the product [Cl:15][C:16]1[CH:17]=[C:18]([C:19]2[O:1][N:2]=[C:3]([C:5]3[CH:14]=[CH:13][CH:12]=[C:11]4[C:6]=3[CH:7]=[CH:8][N:9]=[CH:10]4)[N:4]=2)[CH:22]=[CH:23][C:24]=1[O:25][CH:26]([CH3:27])[CH3:28], predict the reactants needed to synthesize it. (7) Given the product [OH:6][C:7]1[C:8]([CH3:17])=[C:9]2[C:13](=[CH:14][CH:15]=1)[C:12](=[O:16])[CH2:11][CH2:10]2, predict the reactants needed to synthesize it. The reactants are: B(Br)(Br)Br.C[O:6][C:7]1[C:8]([CH3:17])=[C:9]2[C:13](=[CH:14][CH:15]=1)[C:12](=[O:16])[CH2:11][CH2:10]2. (8) Given the product [C:33]1([C:2]2[C:10]3[CH:9]=[C:8]([CH2:11][CH2:12][CH2:13][CH2:14][N:15]4[CH:19]=[C:18]([C:20]([O:22][CH3:23])=[O:21])[N:17]=[N:16]4)[N:7]=[N:6][C:5]=3[N:4]([S:24]([C:27]3[CH:32]=[CH:31][CH:30]=[CH:29][CH:28]=3)(=[O:26])=[O:25])[CH:3]=2)[CH:38]=[CH:37][CH:36]=[CH:35][CH:34]=1, predict the reactants needed to synthesize it. The reactants are: Br[C:2]1[C:10]2[CH:9]=[C:8]([CH2:11][CH2:12][CH2:13][CH2:14][N:15]3[CH:19]=[C:18]([C:20]([O:22][CH3:23])=[O:21])[N:17]=[N:16]3)[N:7]=[N:6][C:5]=2[N:4]([S:24]([C:27]2[CH:32]=[CH:31][CH:30]=[CH:29][CH:28]=2)(=[O:26])=[O:25])[CH:3]=1.[C:33]1(B(O)O)[CH:38]=[CH:37][CH:36]=[CH:35][CH:34]=1.C([O-])([O-])=O.[Na+].[Na+].